Dataset: Forward reaction prediction with 1.9M reactions from USPTO patents (1976-2016). Task: Predict the product of the given reaction. (1) Given the reactants [Br:1][C:2]1[CH:3]=[C:4]([NH2:9])[C:5]([NH2:8])=[CH:6][CH:7]=1.[N:10]([O-])=O.[Na+], predict the reaction product. The product is: [Br:1][C:2]1[CH:7]=[CH:6][C:5]2[N:8]=[N:10][NH:9][C:4]=2[CH:3]=1. (2) Given the reactants I[CH2:2][CH:3]1[O:7][CH:6]([C:8]2[N:12]([CH3:13])[N:11]=[CH:10][C:9]=2[N+:14]([O-:16])=[O:15])[CH2:5][CH2:4]1.[N-:17]=[N+:18]=[N-:19].[Na+], predict the reaction product. The product is: [N:17]([CH2:2][CH:3]1[O:7][CH:6]([C:8]2[N:12]([CH3:13])[N:11]=[CH:10][C:9]=2[N+:14]([O-:16])=[O:15])[CH2:5][CH2:4]1)=[N+:18]=[N-:19]. (3) The product is: [CH3:1][C:2]([CH3:14])([CH3:13])[C:3]#[C:4][C:5]1[CH:6]=[CH:7][C:8]([C:9]#[N:10])=[CH:11][CH:12]=1. Given the reactants [CH3:1][C:2]([CH3:14])([CH3:13])[CH2:3][CH2:4][C:5]1[CH:12]=[CH:11][C:8]([CH2:9][NH2:10])=[CH:7][CH:6]=1.Cl.C(OC(NCC1C=CC(CCC(C)(C)C)=CC=1)=O)(C)(C)C, predict the reaction product. (4) Given the reactants [S:1]1[CH:5]=[CH:4][C:3](CC(O)=O)=[CH:2]1.S(Cl)([Cl:12])=O.ON1C(=O)C[CH2:17][C:16]1=[O:21].C(N(C(C)C)CC)(C)C, predict the reaction product. The product is: [S:1]1[CH:2]=[CH:3][CH:4]=[C:5]1[CH2:17][C:16]([Cl:12])=[O:21].[S:1]1[CH:5]=[CH:4][CH:3]=[CH:2]1. (5) Given the reactants [F:1][C:2]([F:15])([F:14])[O:3][C:4]1[CH:13]=[CH:12][C:7]2[N:8]=[C:9]([NH2:11])[S:10][C:6]=2[CH:5]=1.S([O-])([O-])(=O)=O.[NH3+:21]N.[NH3+]N.O.NN, predict the reaction product. The product is: [F:15][C:2]([F:1])([F:14])[O:3][C:4]1[CH:13]=[CH:12][C:7]2[N:8]=[C:9]([NH:11][NH2:21])[S:10][C:6]=2[CH:5]=1. (6) Given the reactants [F:1][C:2]1[CH:26]=[CH:25][CH:24]=[C:23]([F:27])[C:3]=1[C:4]([NH:6][C:7]1[CH:12]=[CH:11][C:10]([C:13]2[C:18]([CH3:19])=[CH:17][CH:16]=[C:15]([C:20](O)=[O:21])[CH:14]=2)=[CH:9][CH:8]=1)=[O:5].[CH2:28]([O:30][CH:31]([O:34][CH2:35][CH3:36])[CH2:32][NH2:33])[CH3:29].CN(C)CCCN=C=NCC, predict the reaction product. The product is: [CH2:28]([O:30][CH:31]([O:34][CH2:35][CH3:36])[CH2:32][NH:33][C:20]([C:15]1[CH:14]=[C:13]([C:10]2[CH:11]=[CH:12][C:7]([NH:6][C:4](=[O:5])[C:3]3[C:2]([F:1])=[CH:26][CH:25]=[CH:24][C:23]=3[F:27])=[CH:8][CH:9]=2)[C:18]([CH3:19])=[CH:17][CH:16]=1)=[O:21])[CH3:29].